This data is from Full USPTO retrosynthesis dataset with 1.9M reactions from patents (1976-2016). The task is: Predict the reactants needed to synthesize the given product. (1) Given the product [NH2:1][C:4]1([CH3:22])[CH2:10][CH2:9][CH2:8][CH2:7][N:6]2[C:11](=[O:21])[CH:12]=[C:13]([C:15]3[CH:20]=[CH:19][N:18]=[CH:17][CH:16]=3)[N:14]=[C:5]12, predict the reactants needed to synthesize it. The reactants are: [N:1]([C:4]1([CH3:22])[CH2:10][CH2:9][CH2:8][CH2:7][N:6]2[C:11](=[O:21])[CH:12]=[C:13]([C:15]3[CH:20]=[CH:19][N:18]=[CH:17][CH:16]=3)[N:14]=[C:5]12)=[N+]=[N-]. (2) Given the product [OH:9][C:7]1[CH:8]=[C:3]([O:2][CH3:1])[CH:4]=[C:5]2[C:6]=1[CH:17]=[C:12](/[CH:13]=[CH:14]/[C:15](=[O:18])[CH3:16])[CH:11]=[CH:10]2, predict the reactants needed to synthesize it. The reactants are: [CH3:1][O:2][C:3]1[CH:8]=[C:7]([OH:9])[CH:6]=[C:5](/[CH:10]=[CH:11]/[C:12]2[CH:17]=[CH:16][C:15]([OH:18])=[CH:14][CH:13]=2)[CH:4]=1. (3) Given the product [CH2:11]([O:10][C:9]([NH:8][CH:3]([CH2:4][CH:5]([CH3:7])[CH3:6])[CH2:2][NH:1][C:21](=[O:22])[O:23][C:24]([CH3:27])([CH3:26])[CH3:25])=[O:18])[C:12]1[CH:17]=[CH:16][CH:15]=[CH:14][CH:13]=1, predict the reactants needed to synthesize it. The reactants are: [NH2:1][CH2:2][CH:3]([NH:8][C:9](=[O:18])[O:10][CH2:11][C:12]1[CH:17]=[CH:16][CH:15]=[CH:14][CH:13]=1)[CH2:4][CH:5]([CH3:7])[CH3:6].[OH-].[Na+].[C:21](O[C:21]([O:23][C:24]([CH3:27])([CH3:26])[CH3:25])=[O:22])([O:23][C:24]([CH3:27])([CH3:26])[CH3:25])=[O:22].C(OCC)(=O)C. (4) Given the product [Cl:1][C:2]1[CH:3]=[C:4]([C:9]2([CH2:15][NH:17][CH2:18][CH3:19])[CH2:14][CH2:13][CH2:12][CH2:11][CH2:10]2)[CH:5]=[CH:6][C:7]=1[Cl:8].[ClH:20].[Cl:1][C:2]1[CH:3]=[C:4]([C:9]2([CH2:15][NH:17][CH2:18][CH3:19])[CH2:14][CH2:13][CH2:12][CH2:11][CH2:10]2)[CH:5]=[CH:6][C:7]=1[Cl:8], predict the reactants needed to synthesize it. The reactants are: [Cl:1][C:2]1[CH:3]=[C:4]([C:9]2([C:15]([NH:17][CH2:18][CH3:19])=O)[CH2:14][CH2:13][CH2:12][CH2:11][CH2:10]2)[CH:5]=[CH:6][C:7]=1[Cl:8].[ClH:20]. (5) Given the product [CH3:1][S:2]([O:6][CH2:7][CH2:8][C:9]1[C:10]([N+:15]([O-:17])=[O:16])=[N:11][CH:12]=[CH:13][CH:14]=1)(=[O:4])=[O:3], predict the reactants needed to synthesize it. The reactants are: [CH3:1][S:2](Cl)(=[O:4])=[O:3].[OH:6][CH2:7][CH2:8][C:9]1[C:10]([N+:15]([O-:17])=[O:16])=[N:11][CH:12]=[CH:13][CH:14]=1.C(N(CC)CC)C.C(=O)(O)[O-].[Na+]. (6) Given the product [CH2:29]1[C:30]2[C:35](=[CH:34][CH:33]=[CH:32][CH:31]=2)[CH2:36][CH2:37][N:28]1[CH2:27][CH:26]([OH:38])[CH2:25][NH:24][C:19](=[O:21])[CH2:18][O:17][C:10]1[CH:11]=[CH:12][CH:13]=[C:14]2[C:9]=1[N:8]=[C:7]([N:4]1[CH2:3][CH2:2][O:1][CH2:6][CH2:5]1)[CH:16]=[CH:15]2, predict the reactants needed to synthesize it. The reactants are: [O:1]1[CH2:6][CH2:5][N:4]([C:7]2[CH:16]=[CH:15][C:14]3[C:9](=[C:10]([O:17][CH2:18][C:19]([O:21]CC)=O)[CH:11]=[CH:12][CH:13]=3)[N:8]=2)[CH2:3][CH2:2]1.[NH2:24][CH2:25][CH:26]([OH:38])[CH2:27][N:28]1[CH2:37][CH2:36][C:35]2[C:30](=[CH:31][CH:32]=[CH:33][CH:34]=2)[CH2:29]1.